This data is from Peptide-MHC class II binding affinity with 134,281 pairs from IEDB. The task is: Regression. Given a peptide amino acid sequence and an MHC pseudo amino acid sequence, predict their binding affinity value. This is MHC class II binding data. (1) The MHC is DRB1_0802 with pseudo-sequence DRB1_0802. The binding affinity (normalized) is 0. The peptide sequence is TPEKEEPTAAPAEPE. (2) The peptide sequence is RGVQGFIFFFLFNIL. The MHC is H-2-IEd with pseudo-sequence H-2-IEd. The binding affinity (normalized) is 0. (3) The peptide sequence is EKKYFAATQFEPLTA. The MHC is HLA-DQA10301-DQB10302 with pseudo-sequence HLA-DQA10301-DQB10302. The binding affinity (normalized) is 0.500. (4) The peptide sequence is EGKPTEKHIQIRSTN. The MHC is DRB1_0101 with pseudo-sequence DRB1_0101. The binding affinity (normalized) is 0.244. (5) The peptide sequence is NRQIMDNSAKYVEHD. The MHC is DRB1_0802 with pseudo-sequence DRB1_0802. The binding affinity (normalized) is 0.329. (6) The peptide sequence is QAYAATVAAAPQVKY. The MHC is HLA-DQA10103-DQB10603 with pseudo-sequence HLA-DQA10103-DQB10603. The binding affinity (normalized) is 0.649. (7) The peptide sequence is EHKYFAATQFEPLAA. The MHC is DRB1_1001 with pseudo-sequence DRB1_1001. The binding affinity (normalized) is 0.559. (8) The peptide sequence is QIMLLILCTSQILLM. The MHC is DRB1_0701 with pseudo-sequence DRB1_0701. The binding affinity (normalized) is 0.738. (9) The peptide sequence is RGIVKENIIDLTKIDR. The binding affinity (normalized) is 0.764. The MHC is DRB4_0101 with pseudo-sequence DRB4_0103. (10) The peptide sequence is EEYVEIRQVGDFH. The MHC is DRB1_0405 with pseudo-sequence DRB1_0405. The binding affinity (normalized) is 0.699.